From a dataset of Reaction yield outcomes from USPTO patents with 853,638 reactions. Predict the reaction yield, written as a fraction of the theoretical maximum amount of product (1.0 means a 100% yield; for example, 0.34 means a 34% yield). (1) The reactants are [CH2:1]([P:3]([CH2:6][CH2:7][C:8]#[N:9])(=[O:5])[OH:4])[CH3:2].[CH2:10](O)[CH2:11][CH2:12][CH3:13].O. The catalyst is C1(C)C=CC=CC=1. The product is [CH2:1]([P:3]([CH2:6][CH2:7][C:8]#[N:9])(=[O:4])[O:5][CH2:10][CH2:11][CH2:12][CH3:13])[CH3:2]. The yield is 0.960. (2) The reactants are [CH3:1][N:2]1[C:6]([CH3:7])=[C:5]([C:8]([NH:10][C:11]2[N:16]=[CH:15][C:14]([O:17][C:18]3[CH:23]=[CH:22][N:21]=[C:20](C(N)=O)[CH:19]=3)=[CH:13][CH:12]=2)=[O:9])[C:4](=[O:27])[N:3]1[C:28]1[CH:33]=[CH:32][CH:31]=[CH:30][CH:29]=1.C(OI(C1C=CC=CC=1)OC(=O)C)(=O)C.CC#[N:51]. The catalyst is CCOC(C)=O.O. The product is [NH2:51][C:20]1[CH:19]=[C:18]([O:17][C:14]2[CH:13]=[CH:12][C:11]([NH:10][C:8]([C:5]3[C:4](=[O:27])[N:3]([C:28]4[CH:29]=[CH:30][CH:31]=[CH:32][CH:33]=4)[N:2]([CH3:1])[C:6]=3[CH3:7])=[O:9])=[N:16][CH:15]=2)[CH:23]=[CH:22][N:21]=1. The yield is 0.817. (3) The reactants are [NH:1](C(OCC1C2C(=CC=CC=2)C2C1=CC=CC=2)=O)[CH2:2][CH2:3][C:4](O)=[O:5].C(Cl)(=O)C(Cl)=O.[CH:30]1([CH2:33][NH2:34])[CH2:32][CH2:31]1.C(N(CC)CC)C.Cl. The catalyst is ClCCl.CN(C)C=O. The product is [CH:30]1([CH2:33][NH:34][C:4](=[O:5])[CH2:3][CH2:2][NH2:1])[CH2:32][CH2:31]1. The yield is 0.570. (4) The reactants are [C:1]1([C:7]2[N:8]=[CH:9][N:10]([CH2:18][O:19][CH2:20][CH2:21][Si:22]([CH3:25])([CH3:24])[CH3:23])[C:11]=2[C:12]2[CH:17]=[CH:16][CH:15]=[CH:14][CH:13]=2)[CH:6]=[CH:5][CH:4]=[CH:3][CH:2]=1.[Li]CCCC.CN([CH:34]=[O:35])C. No catalyst specified. The product is [C:1]1([C:7]2[N:8]=[C:9]([CH:34]=[O:35])[N:10]([CH2:18][O:19][CH2:20][CH2:21][Si:22]([CH3:25])([CH3:24])[CH3:23])[C:11]=2[C:12]2[CH:13]=[CH:14][CH:15]=[CH:16][CH:17]=2)[CH:2]=[CH:3][CH:4]=[CH:5][CH:6]=1. The yield is 0.780.